This data is from Catalyst prediction with 721,799 reactions and 888 catalyst types from USPTO. The task is: Predict which catalyst facilitates the given reaction. (1) Reactant: [Br:1][C:2]1[CH:3]=[C:4]2[C:8](=[CH:9][CH:10]=1)[CH2:7][C:6]1([CH2:15][CH2:14][CH:13]([O:16][CH3:17])[CH2:12][CH2:11]1)[C:5]2=[N:18]S(C(C)(C)C)=O.Cl.CCOCC. Product: [Br:1][C:2]1[CH:3]=[C:4]2[C:8]([CH2:7][C:6]3([CH2:15][CH2:14][CH:13]([O:16][CH3:17])[CH2:12][CH2:11]3)[C:5]2=[NH:18])=[CH:9][CH:10]=1. The catalyst class is: 12. (2) Reactant: CN([CH:4]=[C:5]1[C:10](=O)[C:9]([O:12][CH2:13][CH3:14])=[CH:8][CH2:7][CH2:6]1)C.[CH2:15]([S:22][C:23](=[NH:25])[NH2:24])[C:16]1[CH:21]=[CH:20][CH:19]=[CH:18][CH:17]=1. Product: [CH2:15]([S:22][C:23]1[N:24]=[CH:4][C:5]2[CH2:6][CH2:7][CH:8]=[C:9]([O:12][CH2:13][CH3:14])[C:10]=2[N:25]=1)[C:16]1[CH:21]=[CH:20][CH:19]=[CH:18][CH:17]=1. The catalyst class is: 9.